From a dataset of Forward reaction prediction with 1.9M reactions from USPTO patents (1976-2016). Predict the product of the given reaction. (1) Given the reactants C(OC(=O)[NH:7][C:8]1[CH:13]=[C:12]([N:14]([CH:16]2[CH2:18][CH2:17]2)[CH3:15])[C:11]([C:19]([F:22])([F:21])[F:20])=[CH:10][C:9]=1[NH:23][C:24](=[O:36])[CH2:25][C:26]([C:28]1[CH:33]=[CH:32][N:31]=[C:30]([C:34]#[N:35])[CH:29]=1)=O)(C)(C)C.C(O)(C(F)(F)F)=O, predict the reaction product. The product is: [CH:16]1([N:14]([CH3:15])[C:12]2[C:11]([C:19]([F:22])([F:21])[F:20])=[CH:10][C:9]3[NH:23][C:24](=[O:36])[CH2:25][C:26]([C:28]4[CH:33]=[CH:32][N:31]=[C:30]([C:34]#[N:35])[CH:29]=4)=[N:7][C:8]=3[CH:13]=2)[CH2:18][CH2:17]1. (2) Given the reactants [OH:1][C:2]1[N:6]([C:7]2[CH:12]=[C:11]([C:13]#[N:14])[CH:10]=[CH:9][N:8]=2)[N:5]=[C:4]([CH:15]([C:17]2[CH:22]=[CH:21][CH:20]=[CH:19][CH:18]=2)[CH3:16])[CH:3]=1.[NH4+].[Cl-].[N-:25]=[N+:26]=[N-:27].[Na+], predict the reaction product. The product is: [C:17]1([CH:15]([C:4]2[CH:3]=[C:2]([OH:1])[N:6]([C:7]3[CH:12]=[C:11]([C:13]4[NH:27][N:26]=[N:25][N:14]=4)[CH:10]=[CH:9][N:8]=3)[N:5]=2)[CH3:16])[CH:22]=[CH:21][CH:20]=[CH:19][CH:18]=1. (3) The product is: [CH3:12][S:11][C:8]1[CH:9]=[CH:10][C:5]([S:2]([CH2:1][C@@H:28]2[CH2:27][CH2:26][O:25][CH2:24][C@H:23]2[OH:22])(=[O:4])=[O:3])=[CH:6][CH:7]=1. Given the reactants [CH3:1][S:2]([C:5]1[CH:10]=[CH:9][C:8]([S:11][CH3:12])=[CH:7][CH:6]=1)(=[O:4])=[O:3].[Li]CCCC.B(F)(F)F.[O:22]1[CH:28]2[CH:23]1[CH2:24][O:25][CH2:26][CH2:27]2.[NH4+].[Cl-], predict the reaction product. (4) Given the reactants ClC1C=C(C2N3C(C=NC(S(C)=O)=N3)=CC=2)C=CC=1.[Cl:20][C:21]1[CH:22]=[C:23]([C:27]2[N:35]3[C:30]([CH:31]=[N:32][C:33]([O:36][CH2:37][CH2:38][O:39][CH3:40])=[N:34]3)=[CH:29][CH:28]=2)[CH:24]=[CH:25][CH:26]=1.C(N(CC)C(C)C)(C)C.CS(C1C=CC(N)=CC=1N1CCOCC1)(=O)=O, predict the reaction product. The product is: [Cl:20][C:21]1[CH:22]=[C:23]([C:27]2[N:35]3[C:30]([CH:31]=[N:32][C:33]([O:36][CH2:37][CH2:38][O:39][CH3:40])=[N:34]3)=[CH:29][CH:28]=2)[CH:24]=[CH:25][CH:26]=1. (5) Given the reactants [Si:1]([O:8][CH2:9][CH:10]1[CH2:12][N@@:11]1[C:13]([O:15][C:16]([CH3:19])([CH3:18])[CH3:17])=[O:14])([C:4]([CH3:7])([CH3:6])[CH3:5])([CH3:3])[CH3:2].[NH3:20].CO, predict the reaction product. The product is: [NH2:20][CH2:12][C@H:10]([NH:11][C:13](=[O:14])[O:15][C:16]([CH3:19])([CH3:18])[CH3:17])[CH2:9][O:8][Si:1]([C:4]([CH3:7])([CH3:6])[CH3:5])([CH3:3])[CH3:2].